Dataset: Catalyst prediction with 721,799 reactions and 888 catalyst types from USPTO. Task: Predict which catalyst facilitates the given reaction. Reactant: [C@H:1]12[CH2:7][C@H:4]([NH:5][CH2:6]1)[CH2:3][N:2]2[C:8]([O:10][C:11]([CH3:14])([CH3:13])[CH3:12])=[O:9].C(N(CC)CC)C.[F:22][C:23]([F:34])([F:33])[C:24](O[C:24](=[O:25])[C:23]([F:34])([F:33])[F:22])=[O:25].O. Product: [F:22][C:23]([F:34])([F:33])[C:24]([N:5]1[CH2:6][C@@H:1]2[CH2:7][C@H:4]1[CH2:3][N:2]2[C:8]([O:10][C:11]([CH3:14])([CH3:13])[CH3:12])=[O:9])=[O:25]. The catalyst class is: 7.